This data is from Catalyst prediction with 721,799 reactions and 888 catalyst types from USPTO. The task is: Predict which catalyst facilitates the given reaction. Reactant: [H-].[Na+].[F:3][C:4]1[CH:11]=[CH:10][C:7]([CH2:8][OH:9])=[CH:6][CH:5]=1.[N+]([C:15]1[CH:20]=[CH:19][N+:18]([O-:21])=[CH:17][CH:16]=1)([O-])=O. Product: [F:3][C:4]1[CH:11]=[CH:10][C:7]([CH2:8][O:9][C:15]2[CH:20]=[CH:19][N+:18]([O-:21])=[CH:17][CH:16]=2)=[CH:6][CH:5]=1. The catalyst class is: 3.